Dataset: Full USPTO retrosynthesis dataset with 1.9M reactions from patents (1976-2016). Task: Predict the reactants needed to synthesize the given product. (1) Given the product [Cl:30][C:26]1[CH:25]=[CH:24][C:23]([C:14]2[C:15]([C:17]3[CH:22]=[CH:21][N:20]=[CH:19][CH:18]=3)=[N:16][N:9]3[C:8]([C:5]4[CH:6]=[N:7][C:2]([N:35]5[CH2:36][CH2:37][CH2:38][N:32]([CH3:31])[CH2:33][CH2:34]5)=[CH:3][CH:4]=4)=[CH:13][N:12]=[N:11][C:10]=23)=[CH:28][C:27]=1[OH:29], predict the reactants needed to synthesize it. The reactants are: Br[C:2]1[N:7]=[CH:6][C:5]([C:8]2[N:9]3[N:16]=[C:15]([C:17]4[CH:22]=[CH:21][N:20]=[CH:19][CH:18]=4)[C:14]([C:23]4[CH:24]=[CH:25][C:26]([Cl:30])=[C:27]([OH:29])[CH:28]=4)=[C:10]3[N:11]=[N:12][CH:13]=2)=[CH:4][CH:3]=1.[CH3:31][N:32]1[CH2:38][CH2:37][CH2:36][NH:35][CH2:34][CH2:33]1. (2) The reactants are: [F:1][C:2]([F:16])([F:15])[C:3]1[CH:4]=[C:5]([CH:8]=[C:9]([C:11]([F:14])([F:13])[F:12])[CH:10]=1)[CH:6]=O.Cl.[OH:18][NH2:19].[OH-].[Na+]. Given the product [F:1][C:2]([F:16])([F:15])[C:3]1[CH:4]=[C:5]([CH:8]=[C:9]([C:11]([F:14])([F:13])[F:12])[CH:10]=1)/[CH:6]=[N:19]/[OH:18], predict the reactants needed to synthesize it.